This data is from Reaction yield outcomes from USPTO patents with 853,638 reactions. The task is: Predict the reaction yield, written as a fraction of the theoretical maximum amount of product (1.0 means a 100% yield; for example, 0.34 means a 34% yield). The reactants are [CH2:1]([N:8]1[C:17]2[C:12](=[CH:13][C:14]([CH3:18])=[CH:15][CH:16]=2)[C:11](Cl)=[C:10]([C:20]#[N:21])[C:9]1=[O:22])[C:2]1[CH:7]=[CH:6][CH:5]=[CH:4][CH:3]=1.[NH:23]1[CH2:28][CH2:27][NH:26][CH2:25][CH2:24]1. The catalyst is ClCCl. The product is [CH2:1]([N:8]1[C:17]2[C:12](=[CH:13][C:14]([CH3:18])=[CH:15][CH:16]=2)[C:11]([N:23]2[CH2:28][CH2:27][NH:26][CH2:25][CH2:24]2)=[C:10]([C:20]#[N:21])[C:9]1=[O:22])[C:2]1[CH:7]=[CH:6][CH:5]=[CH:4][CH:3]=1. The yield is 0.960.